From a dataset of NCI-60 drug combinations with 297,098 pairs across 59 cell lines. Regression. Given two drug SMILES strings and cell line genomic features, predict the synergy score measuring deviation from expected non-interaction effect. (1) Drug 1: CC1CCC2CC(C(=CC=CC=CC(CC(C(=O)C(C(C(=CC(C(=O)CC(OC(=O)C3CCCCN3C(=O)C(=O)C1(O2)O)C(C)CC4CCC(C(C4)OC)O)C)C)O)OC)C)C)C)OC. Drug 2: CS(=O)(=O)CCNCC1=CC=C(O1)C2=CC3=C(C=C2)N=CN=C3NC4=CC(=C(C=C4)OCC5=CC(=CC=C5)F)Cl. Cell line: UACC-257. Synergy scores: CSS=-1.27, Synergy_ZIP=-0.546, Synergy_Bliss=-3.18, Synergy_Loewe=-2.56, Synergy_HSA=-3.05. (2) Drug 1: C1CN1C2=NC(=NC(=N2)N3CC3)N4CC4. Drug 2: C1=NC2=C(N1)C(=S)N=C(N2)N. Cell line: SK-MEL-5. Synergy scores: CSS=48.1, Synergy_ZIP=-1.01, Synergy_Bliss=0.0219, Synergy_Loewe=1.87, Synergy_HSA=4.06. (3) Drug 1: CC(C1=C(C=CC(=C1Cl)F)Cl)OC2=C(N=CC(=C2)C3=CN(N=C3)C4CCNCC4)N. Drug 2: CC12CCC3C(C1CCC2=O)CC(=C)C4=CC(=O)C=CC34C. Cell line: UACC-257. Synergy scores: CSS=9.62, Synergy_ZIP=-0.517, Synergy_Bliss=0.369, Synergy_Loewe=-0.347, Synergy_HSA=0.414. (4) Drug 1: C1=NC2=C(N=C(N=C2N1C3C(C(C(O3)CO)O)O)F)N. Drug 2: CC1CCC2CC(C(=CC=CC=CC(CC(C(=O)C(C(C(=CC(C(=O)CC(OC(=O)C3CCCCN3C(=O)C(=O)C1(O2)O)C(C)CC4CCC(C(C4)OC)OCCO)C)C)O)OC)C)C)C)OC. Cell line: COLO 205. Synergy scores: CSS=15.9, Synergy_ZIP=-7.05, Synergy_Bliss=1.19, Synergy_Loewe=-3.10, Synergy_HSA=-0.943. (5) Cell line: SK-MEL-2. Drug 1: CN(C)N=NC1=C(NC=N1)C(=O)N. Drug 2: COC1=NC(=NC2=C1N=CN2C3C(C(C(O3)CO)O)O)N. Synergy scores: CSS=-7.36, Synergy_ZIP=5.68, Synergy_Bliss=3.64, Synergy_Loewe=0.0784, Synergy_HSA=-3.01. (6) Drug 1: C1=CC(=CC=C1CCC2=CNC3=C2C(=O)NC(=N3)N)C(=O)NC(CCC(=O)O)C(=O)O. Drug 2: B(C(CC(C)C)NC(=O)C(CC1=CC=CC=C1)NC(=O)C2=NC=CN=C2)(O)O. Cell line: SN12C. Synergy scores: CSS=12.5, Synergy_ZIP=-13.1, Synergy_Bliss=-10.6, Synergy_Loewe=-8.51, Synergy_HSA=-8.40.